From a dataset of Peptide-MHC class I binding affinity with 185,985 pairs from IEDB/IMGT. Regression. Given a peptide amino acid sequence and an MHC pseudo amino acid sequence, predict their binding affinity value. This is MHC class I binding data. (1) The peptide sequence is VSDFRKEFY. The MHC is HLA-B57:01 with pseudo-sequence HLA-B57:01. The binding affinity (normalized) is 0.0847. (2) The peptide sequence is REILTKTTV. The MHC is Mamu-A11 with pseudo-sequence Mamu-A11. The binding affinity (normalized) is 0.873.